This data is from Full USPTO retrosynthesis dataset with 1.9M reactions from patents (1976-2016). The task is: Predict the reactants needed to synthesize the given product. (1) Given the product [N:15]1([CH2:14][CH2:13][O:12][C:10]2[CH:9]=[C:8]([C:21]3[CH:26]=[CH:25][CH:24]=[CH:23][CH:22]=3)[N:7]=[C:6]([C:4]([OH:5])=[O:3])[CH:11]=2)[CH2:20][CH2:19][O:18][CH2:17][CH2:16]1, predict the reactants needed to synthesize it. The reactants are: C([O:3][C:4]([C:6]1[CH:11]=[C:10]([O:12][CH2:13][CH2:14][N:15]2[CH2:20][CH2:19][O:18][CH2:17][CH2:16]2)[CH:9]=[C:8]([C:21]2[CH:26]=[CH:25][CH:24]=[CH:23][CH:22]=2)[N:7]=1)=[O:5])C.[OH-].[Li+]. (2) Given the product [CH3:8][O:9][C:10](=[O:29])[CH:11]([C:18]1[CH:23]=[CH:22][C:21]([S:24]([CH3:27])(=[O:26])=[O:25])=[C:20]([F:1])[CH:19]=1)[CH2:12][CH:13]1[CH2:17][CH2:16][CH2:15][CH2:14]1, predict the reactants needed to synthesize it. The reactants are: [F:1][B-](F)(F)F.N#[O+].[CH3:8][O:9][C:10](=[O:29])[CH:11]([C:18]1[CH:23]=[CH:22][C:21]([S:24]([CH3:27])(=[O:26])=[O:25])=[C:20](N)[CH:19]=1)[CH2:12][CH:13]1[CH2:17][CH2:16][CH2:15][CH2:14]1.ClC1C=CC=CC=1Cl.